From a dataset of Forward reaction prediction with 1.9M reactions from USPTO patents (1976-2016). Predict the product of the given reaction. (1) Given the reactants C([O:8][C:9]1[C:14]2[NH:15][C:16](=[O:19])[CH2:17][O:18][C:13]=2[C:12]([C:20](=[O:24])[CH:21](O)O)=[CH:11][CH:10]=1)C1C=CC=CC=1.[CH3:25][C:26]1[CH:36]=[CH:35][CH:34]=[CH:33][C:27]=1[CH2:28][C:29]1([NH2:32])[CH2:31][CH2:30]1.FC(F)(F)C([O-])=O, predict the reaction product. The product is: [OH:8][C:9]1[C:14]2[NH:15][C:16](=[O:19])[CH2:17][O:18][C:13]=2[C:12]([CH:20]([OH:24])[CH2:21][NH:32][C:29]2([CH2:28][C:27]3[CH:33]=[CH:34][CH:35]=[CH:36][C:26]=3[CH3:25])[CH2:31][CH2:30]2)=[CH:11][CH:10]=1. (2) Given the reactants [CH2:1]([N:3]([CH2:17][O:18]C)[C:4](=[O:16])[C:5]1[C:10]([Si:11]([CH3:14])([CH3:13])[CH3:12])=[CH:9][CH:8]=[CH:7][C:6]=1[CH3:15])[CH3:2], predict the reaction product. The product is: [CH2:1]([N:3]([CH2:17][OH:18])[C:4](=[O:16])[C:5]1[C:10]([Si:11]([CH3:12])([CH3:13])[CH3:14])=[CH:9][CH:8]=[CH:7][C:6]=1[CH3:15])[CH3:2]. (3) Given the reactants [N+:1]([C:4]1[CH:5]=[C:6]([CH2:10][CH2:11][OH:12])[CH:7]=[CH:8][CH:9]=1)([O-])=O, predict the reaction product. The product is: [NH2:1][C:4]1[CH:5]=[C:6]([CH2:10][CH2:11][OH:12])[CH:7]=[CH:8][CH:9]=1. (4) Given the reactants [Br:1][C:2]1[CH:7]=[CH:6][C:5]([OH:8])=[CH:4][CH:3]=1.[I-:9].[K+].II, predict the reaction product. The product is: [Br:1][C:2]1[CH:7]=[CH:6][C:5]([OH:8])=[C:4]([I:9])[CH:3]=1. (5) Given the reactants F[C:2]1[CH:9]=[CH:8][CH:7]=[CH:6][C:3]=1[C:4]#[N:5].BrC1[CH:12]=[CH:13][C:14]([S:19]CC)=C(C=1)C=O.C([S-])CC.[Na+], predict the reaction product. The product is: [CH2:14]([S:19][C:2]1[CH:9]=[CH:8][CH:7]=[CH:6][C:3]=1[C:4]#[N:5])[CH2:13][CH3:12]. (6) Given the reactants [O:1]=[C:2]1[CH:8]([CH2:9][C:10]([O:12]C)=[O:11])[CH2:7][C:6]2[CH:14]=[CH:15][C:16]([O:18][CH2:19][CH2:20][CH2:21][N:22]([C:30]3[CH:35]=[CH:34][CH:33]=[CH:32][N:31]=3)[C:23]([O:25][CH2:26][CH:27]([CH3:29])[CH3:28])=[O:24])=[CH:17][C:5]=2[CH2:4][N:3]1[CH2:36][C:37]1[CH:42]=[CH:41][C:40]([C:43]([F:46])([F:45])[F:44])=[CH:39][CH:38]=1.N1C=CC=CC=1NCCCOC1C=CC2CC(CC(OCC)=O)C(=O)NCC=2C=1, predict the reaction product. The product is: [O:1]=[C:2]1[CH:8]([CH2:9][C:10]([OH:12])=[O:11])[CH2:7][C:6]2[CH:14]=[CH:15][C:16]([O:18][CH2:19][CH2:20][CH2:21][N:22]([C:30]3[CH:35]=[CH:34][CH:33]=[CH:32][N:31]=3)[C:23]([O:25][CH2:26][CH:27]([CH3:29])[CH3:28])=[O:24])=[CH:17][C:5]=2[CH2:4][N:3]1[CH2:36][C:37]1[CH:42]=[CH:41][C:40]([C:43]([F:46])([F:44])[F:45])=[CH:39][CH:38]=1. (7) Given the reactants [O:1]1[CH:5]=[CH:4][N:3]=[C:2]1[C@H:6]([NH:8][C:9]([C:11]1[C:19]2[C:14](=[N:15][CH:16]=[C:17]([C:20]3[N:21]=[CH:22][N:23]4[CH:28]=[C:27]([F:29])[CH:26]=[CH:25][C:24]=34)[N:18]=2)[N:13](COCC[Si](C)(C)C)[CH:12]=1)=[O:10])[CH3:7].FC(F)(F)C(O)=O.C(N)CN, predict the reaction product. The product is: [O:1]1[CH:5]=[CH:4][N:3]=[C:2]1[C@H:6]([NH:8][C:9]([C:11]1[C:19]2[C:14](=[N:15][CH:16]=[C:17]([C:20]3[N:21]=[CH:22][N:23]4[CH:28]=[C:27]([F:29])[CH:26]=[CH:25][C:24]=34)[N:18]=2)[NH:13][CH:12]=1)=[O:10])[CH3:7]. (8) Given the reactants [Cl:1][C:2]1[N:7]=[C:6](Cl)[CH:5]=[C:4]([CH2:9][CH2:10][CH3:11])[N:3]=1.[CH3:12][O:13][CH2:14][C@@H:15]1[CH2:19][CH2:18][CH2:17][NH:16]1, predict the reaction product. The product is: [Cl:1][C:2]1[N:7]=[C:6]([N:16]2[CH2:17][CH2:18][CH2:19][C@H:15]2[CH2:14][O:13][CH3:12])[CH:5]=[C:4]([CH2:9][CH2:10][CH3:11])[N:3]=1.